From a dataset of Full USPTO retrosynthesis dataset with 1.9M reactions from patents (1976-2016). Predict the reactants needed to synthesize the given product. (1) Given the product [O:11]=[C:2]1[CH:3]=[N:4][C:5]2[C:10](=[CH:9][CH:8]=[CH:7][CH:6]=2)[N:1]1[CH2:19][CH2:20][CH2:21][C:22]1([C:35]([O:37][CH2:38][CH3:39])=[O:36])[CH2:27][CH2:26][N:25]([C:28]([O:30][C:31]([CH3:32])([CH3:33])[CH3:34])=[O:29])[CH2:24][CH2:23]1, predict the reactants needed to synthesize it. The reactants are: [NH:1]1[C:10]2[C:5](=[CH:6][CH:7]=[CH:8][CH:9]=2)[N:4]=[CH:3][C:2]1=[O:11].[H-].[Na+].CS(O[CH2:19][CH2:20][CH2:21][C:22]1([C:35]([O:37][CH2:38][CH3:39])=[O:36])[CH2:27][CH2:26][N:25]([C:28]([O:30][C:31]([CH3:34])([CH3:33])[CH3:32])=[O:29])[CH2:24][CH2:23]1)(=O)=O.Cl. (2) The reactants are: [CH3:1][O:2][C:3]1[N:10]=[CH:9][CH:8]=[C:7]([CH3:11])[C:4]=1C=O.[C:12]([NH2:16])([CH3:15])([CH3:14])[CH3:13].[Cl-].[Ca+2].[Cl-].[CH2:20](Cl)Cl. Given the product [C:12]([N:16]=[CH:20][C:8]1[CH:9]=[N:10][C:3]([O:2][CH3:1])=[CH:4][C:7]=1[CH3:11])([CH3:15])([CH3:14])[CH3:13], predict the reactants needed to synthesize it. (3) Given the product [CH2:24]([N:9]([OH:8])[C:10]([NH:12][C:13]([C:16]1[CH:21]=[C:20]([S:22][CH3:23])[CH:19]=[CH:18][N:17]=1)([CH3:14])[CH3:15])=[O:11])[CH3:25], predict the reactants needed to synthesize it. The reactants are: C([O:8][N:9]([CH2:24][CH3:25])[C:10]([NH:12][C:13]([C:16]1[CH:21]=[C:20]([S:22][CH3:23])[CH:19]=[CH:18][N:17]=1)([CH3:15])[CH3:14])=[O:11])C1C=CC=CC=1.FC(F)(F)S(O)(=O)=O.C(=O)([O-])O.[Na+]. (4) Given the product [F:1][C:2]1[CH:7]=[CH:6][CH:5]=[C:4]2[C:3]=1[NH:8][C:9](=[O:18])[CH:10]=[CH:11]2, predict the reactants needed to synthesize it. The reactants are: [F:1][C:2]1[CH:7]=[CH:6][CH:5]=[CH:4][C:3]=1[NH:8][C:9](=[O:18])[CH:10]=[CH:11]C1C=CC=CC=1.[Cl-].[Cl-].[Cl-].[Al+3].